Dataset: Forward reaction prediction with 1.9M reactions from USPTO patents (1976-2016). Task: Predict the product of the given reaction. (1) Given the reactants [CH3:1][O:2][CH2:3][C@@H:4]1[NH:9][CH2:8][CH2:7][N:6]([C:10]([O:12][C:13]([CH3:16])([CH3:15])[CH3:14])=[O:11])[CH2:5]1.[CH2:17]=O, predict the reaction product. The product is: [CH3:1][O:2][CH2:3][C@@H:4]1[N:9]([CH3:17])[CH2:8][CH2:7][N:6]([C:10]([O:12][C:13]([CH3:16])([CH3:15])[CH3:14])=[O:11])[CH2:5]1. (2) Given the reactants [Cl:1][C:2]1[CH:7]=[CH:6][C:5]([C:8]2[N:12]([C:13]3[CH:18]=[CH:17][C:16]([Cl:19])=[CH:15][C:14]=3[Cl:20])[N:11]=[C:10]([C:21]([NH:23][CH2:24][C:25]([CH:27]3[CH2:32][CH2:31][CH2:30][CH2:29][CH2:28]3)=O)=O)[C:9]=2[CH3:33])=[CH:4][CH:3]=1.O1C=CN=C1.COC1C=CC(P2(SP(C3C=CC(OC)=CC=3)(=S)S2)=[S:48])=CC=1, predict the reaction product. The product is: [Cl:1][C:2]1[CH:7]=[CH:6][C:5]([C:8]2[N:12]([C:13]3[CH:18]=[CH:17][C:16]([Cl:19])=[CH:15][C:14]=3[Cl:20])[N:11]=[C:10]([C:21]3[S:48][C:25]([CH:27]4[CH2:32][CH2:31][CH2:30][CH2:29][CH2:28]4)=[CH:24][N:23]=3)[C:9]=2[CH3:33])=[CH:4][CH:3]=1. (3) Given the reactants C([NH:8][C@@H:9]([C:18]([OH:20])=O)[CH2:10][CH2:11][C:12]1[CH:17]=[CH:16][CH:15]=[CH:14][CH:13]=1)(OC(C)(C)C)=O.[CH2:21]1[C@@H:30]2[C@@H:25]([CH2:26][CH2:27][CH2:28][CH2:29]2)[CH2:24][CH2:23][NH:22]1.[NH2:31][C:32]1[C:37]([Cl:38])=[CH:36][C:35]([S:39](Cl)(=[O:41])=[O:40])=[CH:34][C:33]=1[Cl:43], predict the reaction product. The product is: [NH2:31][C:32]1[C:37]([Cl:38])=[CH:36][C:35]([S:39]([NH:8][C@@H:9]([C:18]([N:22]2[CH2:23][CH2:24][C@H:25]3[C@H:30]([CH2:29][CH2:28][CH2:27][CH2:26]3)[CH2:21]2)=[O:20])[CH2:10][CH2:11][C:12]2[CH:13]=[CH:14][CH:15]=[CH:16][CH:17]=2)(=[O:41])=[O:40])=[CH:34][C:33]=1[Cl:43].